Task: Regression. Given two drug SMILES strings and cell line genomic features, predict the synergy score measuring deviation from expected non-interaction effect.. Dataset: Merck oncology drug combination screen with 23,052 pairs across 39 cell lines (1) Drug 2: CCc1cnn2c(NCc3ccc[n+]([O-])c3)cc(N3CCCCC3CCO)nc12. Cell line: RPMI7951. Synergy scores: synergy=23.6. Drug 1: COC1CC2CCC(C)C(O)(O2)C(=O)C(=O)N2CCCCC2C(=O)OC(C(C)CC2CCC(OP(C)(C)=O)C(OC)C2)CC(=O)C(C)C=C(C)C(O)C(OC)C(=O)C(C)CC(C)C=CC=CC=C1C. (2) Drug 1: CN1C(=O)C=CC2(C)C3CCC4(C)C(NC(=O)OCC(F)(F)F)CCC4C3CCC12. Drug 2: CN(C)C(=N)N=C(N)N. Cell line: ES2. Synergy scores: synergy=-7.64. (3) Drug 1: CN(C)C(=N)N=C(N)N. Drug 2: CC1(c2nc3c(C(N)=O)cccc3[nH]2)CCCN1. Cell line: UACC62. Synergy scores: synergy=-8.29. (4) Drug 1: N#Cc1ccc(Cn2cncc2CN2CCN(c3cccc(Cl)c3)C(=O)C2)cc1. Drug 2: NC1CCCCC1N.O=C(O)C(=O)O.[Pt+2]. Cell line: RKO. Synergy scores: synergy=1.91. (5) Drug 1: CC1(c2nc3c(C(N)=O)cccc3[nH]2)CCCN1. Drug 2: Cn1cc(-c2cnn3c(N)c(Br)c(C4CCCNC4)nc23)cn1. Cell line: DLD1. Synergy scores: synergy=1.54. (6) Drug 1: CN(Cc1cnc2nc(N)nc(N)c2n1)c1ccc(C(=O)NC(CCC(=O)O)C(=O)O)cc1. Drug 2: Cn1cc(-c2cnn3c(N)c(Br)c(C4CCCNC4)nc23)cn1. Cell line: COLO320DM. Synergy scores: synergy=-5.63. (7) Cell line: COLO320DM. Drug 2: Cn1cc(-c2cnn3c(N)c(Br)c(C4CCCNC4)nc23)cn1. Synergy scores: synergy=2.12. Drug 1: O=c1[nH]cc(F)c(=O)[nH]1. (8) Drug 1: Cn1nnc2c(C(N)=O)ncn2c1=O. Drug 2: NC1(c2ccc(-c3nc4ccn5c(=O)[nH]nc5c4cc3-c3ccccc3)cc2)CCC1. Cell line: NCIH2122. Synergy scores: synergy=-5.93. (9) Drug 1: CCC1=CC2CN(C1)Cc1c([nH]c3ccccc13)C(C(=O)OC)(c1cc3c(cc1OC)N(C)C1C(O)(C(=O)OC)C(OC(C)=O)C4(CC)C=CCN5CCC31C54)C2. Drug 2: COC1CC2CCC(C)C(O)(O2)C(=O)C(=O)N2CCCCC2C(=O)OC(C(C)CC2CCC(OP(C)(C)=O)C(OC)C2)CC(=O)C(C)C=C(C)C(O)C(OC)C(=O)C(C)CC(C)C=CC=CC=C1C. Cell line: T47D. Synergy scores: synergy=16.9. (10) Drug 1: COc1cc(C2c3cc4c(cc3C(OC3OC5COC(C)OC5C(O)C3O)C3COC(=O)C23)OCO4)cc(OC)c1O. Drug 2: Cc1nc(Nc2ncc(C(=O)Nc3c(C)cccc3Cl)s2)cc(N2CCN(CCO)CC2)n1. Cell line: HT144. Synergy scores: synergy=-36.2.